From a dataset of Catalyst prediction with 721,799 reactions and 888 catalyst types from USPTO. Predict which catalyst facilitates the given reaction. (1) Reactant: [F:1][C@H:2]1[C@H:7]([C:8]2[CH:13]=[CH:12][C:11]([OH:14])=[CH:10][CH:9]=2)[CH2:6][CH2:5][N:4]([C@@H:15]2[CH2:19][CH2:18][N:17]([CH2:20][C:21]3[CH:26]=[CH:25][C:24]([CH3:27])=[CH:23][CH:22]=3)[C:16]2=[O:28])[CH2:3]1.[C:29]([O:33][C:34](=[O:48])[C@@H:35]([NH:40][C:41]([O:43][C:44]([CH3:47])([CH3:46])[CH3:45])=[O:42])[CH2:36][C:37](O)=[O:38])([CH3:32])([CH3:31])[CH3:30].C1CCC(N=C=NC2CCCCC2)CC1.O. Product: [C:44]([O:43][C:41]([NH:40][C@@H:35]([CH2:36][C:37]([O:14][C:11]1[CH:12]=[CH:13][C:8]([C@@H:7]2[CH2:6][CH2:5][N:4]([C@@H:15]3[CH2:19][CH2:18][N:17]([CH2:20][C:21]4[CH:22]=[CH:23][C:24]([CH3:27])=[CH:25][CH:26]=4)[C:16]3=[O:28])[CH2:3][C@H:2]2[F:1])=[CH:9][CH:10]=1)=[O:38])[C:34]([O:33][C:29]([CH3:32])([CH3:31])[CH3:30])=[O:48])=[O:42])([CH3:47])([CH3:46])[CH3:45]. The catalyst class is: 64. (2) Reactant: [CH3:1][C@@:2]12[C@H:10]3[O:11][C@@:9]3([CH:12]([OH:17])C(=C)CO)[CH2:8][C@@H:7]1[CH:6]=[CH:5][CH2:4][C@H:3]2[CH3:18].N1C(C)=CC=[CH:21][C:20]=1C.[Si](OS(C(F)(F)F)(=O)=O)(C)(C)[CH3:28].[C:39]([O-:42])(O)=O.[Na+].Cl. Product: [CH3:28][O:17][C@H:12]1[C@@:9]2([C@H:10]([OH:11])[C@:2]3([CH3:1])[C@@H:7]([CH:6]=[CH:5][CH2:4][C@H:3]3[CH3:18])[CH2:8]2)[C:20](=[CH2:21])[CH2:39][O:42]1. The catalyst class is: 61. (3) Reactant: N(C(C)(C)C#N)=NC(C)(C)C#N.[CH3:13][C:14]1[CH:21]=[CH:20][CH:19]=[CH:18][C:15]=1[C:16]#[N:17].[Br:22]N1C(=O)CCC1=O. Product: [Br:22][CH2:13][C:14]1[CH:21]=[CH:20][CH:19]=[CH:18][C:15]=1[C:16]#[N:17]. The catalyst class is: 53. (4) Reactant: [CH3:1][NH2:2].[NH2:3][C:4]1[C:14]([CH3:15])=[CH:13][C:12]([C:16]#[N:17])=[CH:11][C:5]=1[C:6]([O:8]CC)=O.C[O-].[Na+].[OH-].[Na+]. Product: [NH2:3][C:4]1[C:14]([CH3:15])=[CH:13][C:12]([C:16]#[N:17])=[CH:11][C:5]=1[C:6]([NH:2][CH3:1])=[O:8]. The catalyst class is: 5. (5) Reactant: [Br:1][C:2]1[C:3]([CH3:23])=[C:4]([N:8]2[C:16](=O)[C:15]3[C:10](=[CH:11][CH:12]=[C:13]([C:18]([CH3:21])([CH3:20])[CH3:19])[CH:14]=3)[C:9]2=[O:22])[CH:5]=[CH:6][CH:7]=1.[BH4-].[Na+]. Product: [Br:1][C:2]1[C:3]([CH3:23])=[C:4]([N:8]2[CH2:16][C:15]3[C:10](=[CH:11][CH:12]=[C:13]([C:18]([CH3:19])([CH3:20])[CH3:21])[CH:14]=3)[C:9]2=[O:22])[CH:5]=[CH:6][CH:7]=1. The catalyst class is: 5. (6) Reactant: [CH2:1]([N:3]([CH2:6][CH3:7])[CH2:4][CH3:5])[CH3:2].CS(Cl)(=O)=O.[Br:13][C:14]1[CH:21]=[CH:20]C(CO)=[CH:16][CH:15]=1.N1CC=CC1. Product: [Br:13][C:14]1[CH:21]=[CH:20][C:2]([CH2:1][N:3]2[CH2:6][CH:7]=[CH:5][CH2:4]2)=[CH:16][CH:15]=1. The catalyst class is: 96.